Task: Predict the product of the given reaction.. Dataset: Forward reaction prediction with 1.9M reactions from USPTO patents (1976-2016) (1) Given the reactants [Cl:1][C:2]([Cl:28])([Cl:27])[CH2:3][O:4][C:5](=[O:26])[NH:6][C:7]1[CH:12]=[CH:11][C:10]([S:13][C:14]2[CH:19]=[CH:18][C:17]([C:20](Cl)=[O:21])=[CH:16][C:15]=2[N+:23]([O-:25])=[O:24])=[CH:9][CH:8]=1.[CH3:29][C:30]1[S:34][C:33]([NH2:35])=[N:32][N:31]=1, predict the reaction product. The product is: [Cl:1][C:2]([Cl:28])([Cl:27])[CH2:3][O:4][C:5](=[O:26])[NH:6][C:7]1[CH:12]=[CH:11][C:10]([S:13][C:14]2[CH:19]=[CH:18][C:17]([C:20](=[O:21])[NH:35][C:33]3[S:34][C:30]([CH3:29])=[N:31][N:32]=3)=[CH:16][C:15]=2[N+:23]([O-:25])=[O:24])=[CH:9][CH:8]=1. (2) Given the reactants CCN=C=NCCCN(C)C.[O:12]1[C:16]2[CH:17]=[C:18]([C:21]3[CH2:26][CH2:25][CH:24]([N:27]4[CH2:30][CH:29]([NH2:31])[CH2:28]4)[CH2:23][CH:22]=3)[CH:19]=[CH:20][C:15]=2[CH2:14][CH2:13]1.[F:32][C:33]([F:48])([F:47])[C:34]1[CH:35]=[C:36]([CH:44]=[CH:45][CH:46]=1)[C:37]([NH:39][CH2:40][C:41](O)=[O:42])=[O:38], predict the reaction product. The product is: [O:12]1[C:16]2[CH:17]=[C:18]([CH:21]3[CH2:26][CH2:25][CH:24]([N:27]4[CH2:30][CH:29]([NH:31][C:41]([CH2:40][NH:39][C:37](=[O:38])[C:36]5[CH:44]=[CH:45][CH:46]=[C:34]([C:33]([F:48])([F:32])[F:47])[CH:35]=5)=[O:42])[CH2:28]4)[CH2:23][CH2:22]3)[CH:19]=[CH:20][C:15]=2[CH2:14][CH2:13]1. (3) Given the reactants Cl[C:2]1[CH:7]=[C:6]([NH:8][CH:9]([CH3:11])[CH3:10])[C:5]([C:12]2[O:13][C:14]([CH2:17][N:18]3[CH2:23][CH2:22][O:21][CH2:20][CH2:19]3)=[N:15][N:16]=2)=[CH:4][N:3]=1.[C:24]([C:26]1[CH:32]=[CH:31][C:29]([NH2:30])=[CH:28][CH:27]=1)#[N:25].CC1(C)C2C(=C(P(C3C=CC=CC=3)C3C=CC=CC=3)C=CC=2)OC2C(P(C3C=CC=CC=3)C3C=CC=CC=3)=CC=CC1=2.C([O-])([O-])=O.[Na+].[Na+], predict the reaction product. The product is: [CH:9]([NH:8][C:6]1[C:5]([C:12]2[O:13][C:14]([CH2:17][N:18]3[CH2:23][CH2:22][O:21][CH2:20][CH2:19]3)=[N:15][N:16]=2)=[CH:4][N:3]=[C:2]([NH:30][C:29]2[CH:31]=[CH:32][C:26]([C:24]#[N:25])=[CH:27][CH:28]=2)[CH:7]=1)([CH3:11])[CH3:10]. (4) Given the reactants [C:1]([NH:5][S:6]([C:9]1[CH:10]=[N:11][N:12]2[C:17]([NH:18][C:19]3[CH:24]=[C:23]([F:25])[CH:22]=[CH:21][C:20]=3[Cl:26])=[C:16]([C:27](OCC)=[O:28])[CH:15]=[N:14][C:13]=12)(=[O:8])=[O:7])([CH3:4])([CH3:3])[CH3:2].[F:32][C:33]1[CH:38]=[CH:37][C:36]([CH:39]2[CH2:44][CH2:43][NH:42][CH2:41][CH2:40]2)=[CH:35][CH:34]=1, predict the reaction product. The product is: [C:1]([NH:5][S:6]([C:9]1[CH:10]=[N:11][N:12]2[C:17]([NH:18][C:19]3[CH:24]=[C:23]([F:25])[CH:22]=[CH:21][C:20]=3[Cl:26])=[C:16]([C:27]([N:42]3[CH2:43][CH2:44][CH:39]([C:36]4[CH:35]=[CH:34][C:33]([F:32])=[CH:38][CH:37]=4)[CH2:40][CH2:41]3)=[O:28])[CH:15]=[N:14][C:13]=12)(=[O:8])=[O:7])([CH3:3])([CH3:2])[CH3:4]. (5) Given the reactants Br[C:2]1[C:3]([C:38]([F:41])([F:40])[F:39])=[N:4][N:5]([CH2:8][C:9]([NH:11][C@H:12]([C:22]2[C:27]([C:28]3[CH:29]=[CH:30][C:31]([F:37])=[C:32]([CH:36]=3)[C:33]([NH2:35])=[O:34])=[CH:26][CH:25]=[CH:24][N:23]=2)[CH2:13][C:14]2[CH:19]=[C:18]([F:20])[CH:17]=[C:16]([F:21])[CH:15]=2)=[O:10])[C:6]=1[CH3:7].BrC1C(C(F)(F)F)=NN(CC(N[C@H](C2C(C3C=CC(F)=C(C=3)C(N)=O)=CC=CN=2)[CH2:53][C:54]2[CH:59]=C(F)C=C(F)C=2)=O)C=1, predict the reaction product. The product is: [CH:59]1([C:2]2[C:3]([C:38]([F:40])([F:39])[F:41])=[N:4][N:5]([CH2:8][C:9]([NH:11][C@H:12]([C:22]3[C:27]([C:28]4[CH:29]=[CH:30][C:31]([F:37])=[C:32]([CH:36]=4)[C:33]([NH2:35])=[O:34])=[CH:26][CH:25]=[CH:24][N:23]=3)[CH2:13][C:14]3[CH:15]=[C:16]([F:21])[CH:17]=[C:18]([F:20])[CH:19]=3)=[O:10])[C:6]=2[CH3:7])[CH2:54][CH2:53]1. (6) Given the reactants [CH3:1][O:2][C:3]1[NH:11][C:10]2[C:5](=[N:6][C:7]([O:13][CH2:14][CH2:15][O:16][CH3:17])=[N:8][C:9]=2[NH2:12])[N:4]=1.C(=O)([O-])[O-].[K+].[K+].[C:24]([O:28][C:29]([N:31]1[CH2:36][CH2:35][CH:34]([CH2:37][CH2:38]OS(C)(=O)=O)[CH2:33][CH2:32]1)=[O:30])([CH3:27])([CH3:26])[CH3:25], predict the reaction product. The product is: [C:24]([O:28][C:29]([N:31]1[CH2:36][CH2:35][CH:34]([CH2:37][CH2:38][N:4]2[C:3]([O:2][CH3:1])=[N:11][C:10]3[C:5]2=[N:6][C:7]([O:13][CH2:14][CH2:15][O:16][CH3:17])=[N:8][C:9]=3[NH2:12])[CH2:33][CH2:32]1)=[O:30])([CH3:27])([CH3:26])[CH3:25]. (7) Given the reactants CCN(C(C)C)C(C)C.[F:10][C:11]1[CH:12]=[C:13]([C:17]2[NH:21][N:20]=[C:19]([C:22]([OH:24])=O)[CH:18]=2)[CH:14]=[CH:15][CH:16]=1.C1(C2NN=C(C(O)=O)C=2)C=CC=CC=1.FC1C=C(C(=O)C)C=CC=1.C1C=CC2N(O)N=NC=2C=1.CCN=C=NCCCN(C)C.Cl.Cl.[NH2:72][CH2:73][C:74]([N:76]1[CH2:81][CH2:80][CH:79]([NH:82][C:83]2[CH:88]=[CH:87][CH:86]=[CH:85][C:84]=2[Cl:89])[CH2:78][CH2:77]1)=[O:75], predict the reaction product. The product is: [Cl:89][C:84]1[CH:85]=[CH:86][CH:87]=[CH:88][C:83]=1[NH:82][CH:79]1[CH2:78][CH2:77][N:76]([C:74](=[O:75])[CH2:73][NH:72][C:22]([C:19]2[CH:18]=[C:17]([C:13]3[CH:14]=[CH:15][CH:16]=[C:11]([F:10])[CH:12]=3)[NH:21][N:20]=2)=[O:24])[CH2:81][CH2:80]1.